The task is: Predict the product of the given reaction.. This data is from Forward reaction prediction with 1.9M reactions from USPTO patents (1976-2016). (1) The product is: [N:1]1([CH2:7][CH2:8][NH:9][C:10]2[N:15]=[C:14]3[NH:16][N:17]=[C:18]([C:19]4[CH:24]=[CH:23][CH:22]=[C:21]([NH:25][CH2:26][C:27]5[CH:31]=[CH:30][S:29][CH:28]=5)[N:20]=4)[C:13]3=[CH:12][N:11]=2)[CH2:6][CH2:5][O:4][CH2:3][CH2:2]1. Given the reactants [N:1]1([CH2:7][CH2:8][NH:9][C:10]2[N:15]=[C:14]3[N:16](COCC[Si](C)(C)C)[N:17]=[C:18]([C:19]4[CH:24]=[CH:23][CH:22]=[C:21]([NH:25][CH2:26][C:27]5[CH:31]=[CH:30][S:29][CH:28]=5)[N:20]=4)[C:13]3=[CH:12][N:11]=2)[CH2:6][CH2:5][O:4][CH2:3][CH2:2]1.C(O)(C(F)(F)F)=O, predict the reaction product. (2) Given the reactants C[O:2][C:3](=[O:26])[CH2:4][CH:5]1[CH2:14][CH2:13][C:12]2[C:7](=[CH:8][CH:9]=[C:10]([O:15][CH2:16][CH2:17][CH2:18][NH:19][C:20]3[N:25]=[CH:24][CH:23]=[CH:22][N:21]=3)[CH:11]=2)[CH2:6]1.O[Li].O, predict the reaction product. The product is: [N:21]1[CH:22]=[CH:23][CH:24]=[N:25][C:20]=1[NH:19][CH2:18][CH2:17][CH2:16][O:15][C:10]1[CH:11]=[C:12]2[C:7](=[CH:8][CH:9]=1)[CH2:6][CH:5]([CH2:4][C:3]([OH:26])=[O:2])[CH2:14][CH2:13]2. (3) Given the reactants [C:1]([N:6]1[CH2:11][CH2:10][C:9](=[O:12])[CH2:8][CH2:7]1)([O:3][CH2:4][CH3:5])=[O:2].[Br:13]Br, predict the reaction product. The product is: [C:1]([N:6]1[CH2:7][CH2:8][C:9](=[O:12])[CH:10]([Br:13])[CH2:11]1)([O:3][CH2:4][CH3:5])=[O:2]. (4) Given the reactants Br[CH2:2][C:3](Br)=[O:4].[CH:6]1([CH2:9][NH:10][CH2:11][CH2:12][CH3:13])[CH2:8][CH2:7]1.[NH2:14][C:15]1[CH:20]=[CH:19][CH:18]=[C:17]([CH3:21])[CH:16]=1.[C:22]([C:26]1[CH:31]=[CH:30][C:29]([S:32](Cl)(=[O:34])=[O:33])=[CH:28][CH:27]=1)([CH3:25])([CH3:24])[CH3:23], predict the reaction product. The product is: [C:22]([C:26]1[CH:31]=[CH:30][C:29]([S:32]([N:14]([C:15]2[CH:16]=[C:17]([CH3:21])[CH:18]=[CH:19][CH:20]=2)[CH2:2][C:3]([N:10]([CH2:9][CH:6]2[CH2:8][CH2:7]2)[CH2:11][CH2:12][CH3:13])=[O:4])(=[O:34])=[O:33])=[CH:28][CH:27]=1)([CH3:25])([CH3:23])[CH3:24]. (5) Given the reactants FC(F)(F)S(O[C:7]1[CH:16]=[CH:15][C:14]2[C:9](=[CH:10][CH:11]=[C:12]([O:17][CH3:18])[CH:13]=2)[C:8]=1[Cl:19])(=O)=O.[CH3:22][O:23][C:24]1[CH:29]=[CH:28][C:27](B(O)O)=[CH:26][CH:25]=1, predict the reaction product. The product is: [Cl:19][C:8]1[C:9]2[C:14](=[CH:13][C:12]([O:17][CH3:18])=[CH:11][CH:10]=2)[CH:15]=[CH:16][C:7]=1[C:27]1[CH:28]=[CH:29][C:24]([O:23][CH3:22])=[CH:25][CH:26]=1. (6) Given the reactants [OH:1][N:2]1[CH:6]=[CH:5][C:4]([C:7]2[CH:12]=[CH:11][C:10]([O:13][CH3:14])=[CH:9][CH:8]=2)=[N:3]1.[N:15]1([C:21](Cl)=[O:22])[CH2:20][CH2:19][O:18][CH2:17][CH2:16]1, predict the reaction product. The product is: [CH3:14][O:13][C:10]1[CH:11]=[CH:12][C:7]([C:4]2[CH:5]=[CH:6][N:2]([O:1][C:21]([N:15]3[CH2:20][CH2:19][O:18][CH2:17][CH2:16]3)=[O:22])[N:3]=2)=[CH:8][CH:9]=1. (7) Given the reactants C[O:2][C:3](=O)[CH:4]([CH:18]1[CH2:23][CH2:22][N:21]([O:24][CH3:25])[CH2:20][CH2:19]1)[NH:5][C:6](=[O:17])[CH2:7][C:8]1[C:13]([CH3:14])=[CH:12][C:11]([CH3:15])=[CH:10][C:9]=1[CH3:16].CC([O-])(C)C.[K+].Cl, predict the reaction product. The product is: [OH:2][C:3]1[CH:4]([CH:18]2[CH2:19][CH2:20][N:21]([O:24][CH3:25])[CH2:22][CH2:23]2)[NH:5][C:6](=[O:17])[C:7]=1[C:8]1[C:13]([CH3:14])=[CH:12][C:11]([CH3:15])=[CH:10][C:9]=1[CH3:16]. (8) Given the reactants [CH2:1]([O:3][C:4]([C:6]1[S:10][C:9]2[CH:11]=[C:12]([CH:15]=O)[CH:13]=[CH:14][C:8]=2[CH:7]=1)=[O:5])[CH3:2].[CH3:17][O:18][C:19]1[CH:26]=[CH:25][C:22]([CH2:23][NH2:24])=[CH:21][CH:20]=1.C(O[BH-](OC(=O)C)OC(=O)C)(=O)C.[Na+].C(O)(=O)C, predict the reaction product. The product is: [CH2:1]([O:3][C:4]([C:6]1[S:10][C:9]2[CH:11]=[C:12]([CH2:15][NH:24][CH2:23][C:22]3[CH:25]=[CH:26][C:19]([O:18][CH3:17])=[CH:20][CH:21]=3)[CH:13]=[CH:14][C:8]=2[CH:7]=1)=[O:5])[CH3:2]. (9) Given the reactants [Br:1][C:2]1[CH:3]=[CH:4][C:5](F)=[C:6]([C:8]([C:10]2[CH:11]=[N:12][CH:13]=[CH:14][CH:15]=2)=O)[CH:7]=1.[CH3:17][NH:18][NH2:19], predict the reaction product. The product is: [Br:1][C:2]1[CH:7]=[C:6]2[C:5](=[CH:4][CH:3]=1)[N:18]([CH3:17])[N:19]=[C:8]2[C:10]1[CH:11]=[N:12][CH:13]=[CH:14][CH:15]=1.